Predict which catalyst facilitates the given reaction. From a dataset of Catalyst prediction with 721,799 reactions and 888 catalyst types from USPTO. (1) Reactant: [CH2:1]([N:8]1[CH2:13][CH2:12][CH:11]([CH2:14][O:15][C:16]2[CH:21]=[CH:20][C:19](Br)=[CH:18][N:17]=2)[CH2:10][CH2:9]1)[C:2]1[CH:7]=[CH:6][CH:5]=[CH:4][CH:3]=1.[CH3:23][S:24]([C:27]1[CH:32]=[CH:31][C:30](B(O)O)=[CH:29][CH:28]=1)(=[O:26])=[O:25].C(=O)([O-])[O-].[K+].[K+].O1CCOCC1. Product: [CH2:1]([N:8]1[CH2:13][CH2:12][CH:11]([CH2:14][O:15][C:16]2[CH:21]=[CH:20][C:19]([C:30]3[CH:31]=[CH:32][C:27]([S:24]([CH3:23])(=[O:26])=[O:25])=[CH:28][CH:29]=3)=[CH:18][N:17]=2)[CH2:10][CH2:9]1)[C:2]1[CH:7]=[CH:6][CH:5]=[CH:4][CH:3]=1. The catalyst class is: 103. (2) Reactant: [NH2:1][C:2]1[N:7]=[C:6]([C:8]2[N:12]3[CH:13]=[CH:14][C:15]([CH:17]4[CH2:22][CH2:21][N:20](C(OCC5C=CC=CC=5)=O)[CH2:19][CH2:18]4)=[CH:16][C:11]3=[N:10][C:9]=2[C:33]2[CH:38]=[CH:37][C:36]([F:39])=[CH:35][CH:34]=2)[CH:5]=[CH:4][N:3]=1.[Si](I)(C)(C)C. Product: [F:39][C:36]1[CH:35]=[CH:34][C:33]([C:9]2[N:10]=[C:11]3[CH:16]=[C:15]([CH:17]4[CH2:22][CH2:21][NH:20][CH2:19][CH2:18]4)[CH:14]=[CH:13][N:12]3[C:8]=2[C:6]2[CH:5]=[CH:4][N:3]=[C:2]([NH2:1])[N:7]=2)=[CH:38][CH:37]=1. The catalyst class is: 23.